This data is from Full USPTO retrosynthesis dataset with 1.9M reactions from patents (1976-2016). The task is: Predict the reactants needed to synthesize the given product. (1) Given the product [N+:1]([C:4]1[CH:9]=[C:8]([N+:10]([O-:12])=[O:11])[CH:7]=[CH:6][C:5]=1[CH2:13][C:14]([O:16][CH2:17][CH2:18][CH2:19][CH2:20][CH2:21][CH3:22])=[O:15])([O-:3])=[O:2], predict the reactants needed to synthesize it. The reactants are: [N+:1]([C:4]1[CH:9]=[C:8]([N+:10]([O-:12])=[O:11])[CH:7]=[CH:6][C:5]=1[CH2:13][C:14]([OH:16])=[O:15])([O-:3])=[O:2].[CH2:17](O)[CH2:18][CH2:19][CH2:20][CH2:21][CH3:22].C(N=C=NC(C)C)(C)C. (2) The reactants are: Br[C:2]1[CH:3]=[C:4]([CH3:12])[C:5]2[O:6][CH2:7][CH2:8][NH:9][C:10]=2[N:11]=1.[F:13][C:14]([F:25])([F:24])[C:15]1[CH:16]=[C:17](B(O)O)[CH:18]=[CH:19][CH:20]=1.C([O-])([O-])=O.[Na+].[Na+]. Given the product [CH3:12][C:4]1[C:5]2[O:6][CH2:7][CH2:8][NH:9][C:10]=2[N:11]=[C:2]([C:19]2[CH:18]=[CH:17][CH:16]=[C:15]([C:14]([F:25])([F:24])[F:13])[CH:20]=2)[CH:3]=1, predict the reactants needed to synthesize it. (3) The reactants are: Cl[CH2:2][CH2:3][CH:4]([CH3:13])[O:5][Si:6]([C:9]([CH3:12])([CH3:11])[CH3:10])([CH3:8])[CH3:7].[I-:14].[Na+]. Given the product [CH3:10][C:9]([Si:6]([O:5][CH:4]([CH3:13])[CH2:3][CH2:2][I:14])([CH3:8])[CH3:7])([CH3:12])[CH3:11], predict the reactants needed to synthesize it. (4) Given the product [Cl:43][C:41]1[CH:40]=[CH:39][C:35]([C:36]([NH:55][CH2:54][CH:53]([C:47]2[CH:48]=[CH:49][C:50]([Cl:52])=[CH:51][C:46]=2[Cl:45])[CH3:56])=[O:38])=[C:34]([NH:33][S:30]([C:24]2[C:25]([F:29])=[CH:26][CH:27]=[CH:28][C:23]=2[F:22])(=[O:31])=[O:32])[CH:42]=1, predict the reactants needed to synthesize it. The reactants are: FC1C=CC=C(F)C=1S(NC1C=CC=CC=1C(N)=O)(=O)=O.[F:22][C:23]1[CH:28]=[CH:27][CH:26]=[C:25]([F:29])[C:24]=1[S:30]([NH:33][C:34]1[CH:42]=[C:41]([Cl:43])[CH:40]=[CH:39][C:35]=1[C:36]([OH:38])=O)(=[O:32])=[O:31].Cl.[Cl:45][C:46]1[CH:51]=[C:50]([Cl:52])[CH:49]=[CH:48][C:47]=1[CH:53]([CH3:56])[CH2:54][NH2:55].ClC1C=C(Cl)C=CC=1CC#N. (5) The reactants are: Br[C:2]1[CH:3]=[C:4]2[C:9](=[CH:10][CH:11]=1)[N:8]=[CH:7][C:6]([C:12]([CH:14]1[CH2:16][CH2:15]1)=[O:13])=[C:5]2[NH:17][C@H:18]1[CH2:23][CH2:22][C@H:21]([CH2:24][N:25]2[CH2:29][CH2:28][CH2:27][CH2:26]2)[CH2:20][CH2:19]1.[Cl:30][C:31]1[CH:36]=[C:35](B2OC(C)(C)C(C)(C)O2)[CH:34]=[C:33]([F:46])[C:32]=1[OH:47].C([O-])([O-])=O.[Cs+].[Cs+].[ClH:54]. Given the product [ClH:30].[ClH:54].[Cl:30][C:31]1[CH:36]=[C:35]([C:2]2[CH:3]=[C:4]3[C:9](=[CH:10][CH:11]=2)[N:8]=[CH:7][C:6]([C:12]([CH:14]2[CH2:15][CH2:16]2)=[O:13])=[C:5]3[NH:17][C@H:18]2[CH2:23][CH2:22][C@H:21]([CH2:24][N:25]3[CH2:29][CH2:28][CH2:27][CH2:26]3)[CH2:20][CH2:19]2)[CH:34]=[C:33]([F:46])[C:32]=1[OH:47], predict the reactants needed to synthesize it. (6) Given the product [CH:16]1([C:4]2[CH:5]=[C:6]([N:8]3[CH2:11][CH:10]([NH:12][CH2:13][CH3:14])[CH2:9]3)[N:7]=[C:2]([NH2:1])[N:3]=2)[CH2:17][CH2:18][CH2:19][CH2:20]1, predict the reactants needed to synthesize it. The reactants are: [NH2:1][C:2]1[N:7]=[C:6]([N:8]2[CH2:11][CH:10]([NH:12][C:13](=O)[CH3:14])[CH2:9]2)[CH:5]=[C:4]([CH:16]2[CH2:20][CH2:19][CH2:18][CH2:17]2)[N:3]=1.[H-].[H-].[H-].[H-].[Li+].[Al+3].